From a dataset of Reaction yield outcomes from USPTO patents with 853,638 reactions. Predict the reaction yield, written as a fraction of the theoretical maximum amount of product (1.0 means a 100% yield; for example, 0.34 means a 34% yield). (1) The reactants are [CH3:1][O:2][CH2:3][N:4]1[C:8]2[CH:9]=[CH:10][CH:11]=[CH:12][C:7]=2[N:6]=[CH:5]1.C([Li])CCC.CON(C)[C:21]([CH:23]1[CH2:26][CH:25]([NH:27][C:28]2[C:33]([N+:34]([O-:36])=[O:35])=[CH:32][CH:31]=[CH:30][N:29]=2)[CH2:24]1)=[O:22]. The product is [CH3:1][O:2][CH2:3][N:4]1[C:8]2[CH:9]=[CH:10][CH:11]=[CH:12][C:7]=2[N:6]=[C:5]1[C:21]([CH:23]1[CH2:24][CH:25]([NH:27][C:28]2[C:33]([N+:34]([O-:36])=[O:35])=[CH:32][CH:31]=[CH:30][N:29]=2)[CH2:26]1)=[O:22]. The catalyst is O1CCCC1. The yield is 0.800. (2) The reactants are [Br:1][C:2]1[C:3]([C:9]([F:12])([F:11])[F:10])=[N:4][CH:5]=[C:6](Br)[CH:7]=1.[CH2:13]([O:15]/[CH:16]=[CH:17]/B1OC(C)(C)C(C)(C)O1)[CH3:14].COCCOC.C(=O)([O-])[O-].[Na+].[Na+]. The catalyst is O.[Pd].C1(P(C2C=CC=CC=2)C2C=CC=CC=2)C=CC=CC=1.C1(P(C2C=CC=CC=2)C2C=CC=CC=2)C=CC=CC=1.C1(P(C2C=CC=CC=2)C2C=CC=CC=2)C=CC=CC=1.C1(P(C2C=CC=CC=2)C2C=CC=CC=2)C=CC=CC=1.CCOC(C)=O. The product is [Br:1][C:2]1[C:3]([C:9]([F:12])([F:11])[F:10])=[N:4][CH:5]=[C:6](/[CH:14]=[CH:13]/[O:15][CH2:16][CH3:17])[CH:7]=1. The yield is 0.380. (3) The reactants are [CH3:1][O:2][CH2:3][O:4][CH2:5][C:6]([C:8]1[CH:13]=[CH:12][CH:11]=[CH:10][CH:9]=1)=O.[F:14][C:15]1[CH:24]=[CH:23][C:22]([F:25])=[CH:21][C:16]=1[C:17](=[S:20])[NH:18][NH2:19]. The catalyst is CCO.C(Cl)Cl. The product is [F:14][C:15]1[CH:24]=[CH:23][C:22]([F:25])=[CH:21][C:16]=1[C:17]1[S:20][C:6]([CH2:5][O:4][CH2:3][O:2][CH3:1])([C:8]2[CH:13]=[CH:12][CH:11]=[CH:10][CH:9]=2)[NH:19][N:18]=1. The yield is 0.630.